From a dataset of Reaction yield outcomes from USPTO patents with 853,638 reactions. Predict the reaction yield, written as a fraction of the theoretical maximum amount of product (1.0 means a 100% yield; for example, 0.34 means a 34% yield). (1) The reactants are N[C:2]1[CH:3]=[C:4]([CH:8]=[C:9]([N+:11]([O-:13])=[O:12])[CH:10]=1)[C:5]([OH:7])=[O:6].N([O-])=O.[Na+].[BrH:18]. The catalyst is O. The product is [Br:18][C:2]1[CH:3]=[C:4]([CH:8]=[C:9]([N+:11]([O-:13])=[O:12])[CH:10]=1)[C:5]([OH:7])=[O:6]. The yield is 0.880. (2) The reactants are [C:1]([C:5]1[CH:11]=[CH:10][C:9]([N+:12]([O-:14])=[O:13])=[CH:8][C:6]=1N)([CH3:4])([CH3:3])[CH3:2].N([O-])=[O:16].[Na+].NC(N)=O.OS(O)(=O)=O.O. The catalyst is OS(O)(=O)=O.O. The product is [C:1]([C:5]1[CH:11]=[CH:10][C:9]([N+:12]([O-:14])=[O:13])=[CH:8][C:6]=1[OH:16])([CH3:4])([CH3:3])[CH3:2]. The yield is 0.620. (3) The reactants are [OH:1][CH:2]1[CH2:7][CH2:6][CH:5]([O:8][C:9]2[CH:14]=[CH:13][C:12]([N:15]3[C:20](=[O:21])[C:19]([CH2:22][C:23]4[CH:28]=[CH:27][C:26]([C:29]5[CH:34]=[CH:33][CH:32]=[CH:31][C:30]=5[C:35]5[NH:39][C:38](=[O:40])[O:37][N:36]=5)=[CH:25][CH:24]=4)=[C:18]([CH2:41][CH2:42][CH3:43])[N:17]=[C:16]3[CH3:44])=[CH:11][CH:10]=2)[CH2:4][CH:3]1[CH3:45].CC(OI1(OC(C)=O)(OC(C)=O)OC(=O)C2C1=CC=CC=2)=O.C(OCC)(=O)C.S([O-])([O-])(=O)=S.[Na+].[Na+]. The catalyst is C(Cl)Cl.O. The yield is 0.770. The product is [CH3:44][C:16]1[N:15]([C:12]2[CH:13]=[CH:14][C:9]([O:8][CH:5]3[CH2:6][CH2:7][C:2](=[O:1])[CH:3]([CH3:45])[CH2:4]3)=[CH:10][CH:11]=2)[C:20](=[O:21])[C:19]([CH2:22][C:23]2[CH:28]=[CH:27][C:26]([C:29]3[CH:34]=[CH:33][CH:32]=[CH:31][C:30]=3[C:35]3[NH:39][C:38](=[O:40])[O:37][N:36]=3)=[CH:25][CH:24]=2)=[C:18]([CH2:41][CH2:42][CH3:43])[N:17]=1. (4) The reactants are C([O:4][C@@H:5]1[CH2:9][CH2:8][C@@H:7]([C:10]2[CH:15]=[CH:14][C:13]([Br:16])=[CH:12][CH:11]=2)[CH2:6]1)(=O)C.[OH-].[Na+]. The catalyst is CCO. The product is [Br:16][C:13]1[CH:12]=[CH:11][C:10]([C@@H:7]2[CH2:8][CH2:9][C@@H:5]([OH:4])[CH2:6]2)=[CH:15][CH:14]=1. The yield is 0.970. (5) The reactants are [CH2:1]([N:6]=[C:7]=[O:8])[CH2:2][CH2:3][CH2:4][CH3:5].FC(F)(F)C(O)=O.[CH2:16]([O:23][C:24]1[CH:29]=[C:28]([O:30][CH2:31][C:32]2[CH:37]=[CH:36][CH:35]=[CH:34][CH:33]=2)[CH:27]=[CH:26][C:25]=1[CH:38]1[CH2:41][NH:40][CH2:39]1)[C:17]1[CH:22]=[CH:21][CH:20]=[CH:19][CH:18]=1. The yield is 0.670. The catalyst is O1CCCC1.C(N(CC)C(C)C)(C)C. The product is [CH2:1]([NH:6][C:7]([N:40]1[CH2:41][CH:38]([C:25]2[CH:26]=[CH:27][C:28]([O:30][CH2:31][C:32]3[CH:37]=[CH:36][CH:35]=[CH:34][CH:33]=3)=[CH:29][C:24]=2[O:23][CH2:16][C:17]2[CH:22]=[CH:21][CH:20]=[CH:19][CH:18]=2)[CH2:39]1)=[O:8])[CH2:2][CH2:3][CH2:4][CH3:5]. (6) The reactants are C(O)C.[CH2:4]([O:6][C:7](=[O:11])[CH2:8][C:9]#[N:10])[CH3:5].[OH-:12].[Na+].Cl.[NH2:15]O. The catalyst is O. The product is [CH2:4]([O:6][C:7](=[O:11])[CH2:8][C:9](=[NH:15])[NH:10][OH:12])[CH3:5]. The yield is 0.227.